From a dataset of Reaction yield outcomes from USPTO patents with 853,638 reactions. Predict the reaction yield, written as a fraction of the theoretical maximum amount of product (1.0 means a 100% yield; for example, 0.34 means a 34% yield). The reactants are ClC(Cl)(Cl)CO[C:5](=[O:28])[NH:6][C:7]1[C:8]([CH3:27])=[C:9]([CH3:26])[C:10]2[O:14][CH2:13][CH:12]([C:15]3[CH:20]=[CH:19][C:18]([CH:21]([CH3:23])[CH3:22])=[CH:17][CH:16]=3)[C:11]=2[C:24]=1[CH3:25].[NH:31]1[CH2:35][CH2:34][CH2:33][CH2:32]1.C(N(C(C)C)CC)(C)C.O. The catalyst is CS(C)=O. The product is [CH:21]([C:18]1[CH:17]=[CH:16][C:15]([CH:12]2[C:11]3[C:24]([CH3:25])=[C:7]([NH:6][C:5]([N:31]4[CH2:35][CH2:34][CH2:33][CH2:32]4)=[O:28])[C:8]([CH3:27])=[C:9]([CH3:26])[C:10]=3[O:14][CH2:13]2)=[CH:20][CH:19]=1)([CH3:22])[CH3:23]. The yield is 0.440.